From a dataset of Reaction yield outcomes from USPTO patents with 853,638 reactions. Predict the reaction yield, written as a fraction of the theoretical maximum amount of product (1.0 means a 100% yield; for example, 0.34 means a 34% yield). (1) The reactants are Cl[C:2]1[C:7]([NH2:8])=[C:6]([Cl:9])[CH:5]=[C:4]([CH3:10])[N:3]=1.[CH:11]1(B(O)O)[CH2:13][CH2:12]1.COC1C=CC=C(OC)C=1C1C=CC=CC=1P(C1CCCCC1)C1CCCCC1.[O-]P([O-])([O-])=O.[K+].[K+].[K+]. The catalyst is C(OCC)(=O)C.C1C=CC(/C=C/C(/C=C/C2C=CC=CC=2)=O)=CC=1.C1C=CC(/C=C/C(/C=C/C2C=CC=CC=2)=O)=CC=1.C1C=CC(/C=C/C(/C=C/C2C=CC=CC=2)=O)=CC=1.[Pd].[Pd].O.C1(C)C=CC=CC=1. The product is [Cl:9][C:6]1[CH:5]=[C:4]([CH3:10])[N:3]=[C:2]([CH:11]2[CH2:13][CH2:12]2)[C:7]=1[NH2:8]. The yield is 0.430. (2) The yield is 0.727. The product is [ClH:36].[ClH:1].[CH3:21][O:20][C:16]1[CH:15]=[C:7]([CH:6]=[C:5]([O:4][CH3:3])[C:17]=1[O:18][CH3:19])[CH2:8][N:9]1[CH2:14][CH2:13][N:12]([CH:23]([C:24]([C:26]2[CH:35]=[CH:34][C:33]3[C:28](=[CH:29][CH:30]=[C:31]([O:37][CH3:38])[C:32]=3[Cl:36])[CH:27]=2)=[O:25])[CH3:39])[CH2:11][CH2:10]1. The reactants are [ClH:1].Cl.[CH3:3][O:4][C:5]1[CH:6]=[C:7]([CH:15]=[C:16]([O:20][CH3:21])[C:17]=1[O:18][CH3:19])[CH2:8][N:9]1[CH2:14][CH2:13][NH:12][CH2:11][CH2:10]1.Br[CH:23]([CH3:39])[C:24]([C:26]1[CH:35]=[CH:34][C:33]2[C:28](=[CH:29][CH:30]=[C:31]([O:37][CH3:38])[C:32]=2[Cl:36])[CH:27]=1)=[O:25].C([O-])([O-])=O.[K+].[K+]. The catalyst is CN(C=O)C. (3) The reactants are [CH3:1][C:2]1[C:11](=[O:12])[C:10]2[C:5](=[CH:6][CH:7]=[CH:8][CH:9]=2)[O:4][C:3]=1[S:13][CH3:14].C1C=C(Cl)C=C(C(OO)=[O:23])C=1. The catalyst is ClCCl. The product is [CH3:14][S:13]([C:3]1[O:4][C:5]2[C:10]([C:11](=[O:12])[C:2]=1[CH3:1])=[CH:9][CH:8]=[CH:7][CH:6]=2)=[O:23]. The yield is 0.830. (4) The catalyst is CO. The product is [ClH:35].[CH2:1]([C:5]1[CH:6]=[CH:7][C:8]([C:11]2[O:15][C:14]([C:16]3[CH:32]=[CH:31][C:19]([CH2:20][NH:21][C@@H:22]4[CH2:25][C@H:24]([C:26]([OH:28])=[O:27])[CH2:23]4)=[CH:18][CH:17]=3)=[N:13][N:12]=2)=[CH:9][CH:10]=1)[CH:2]([CH3:4])[CH3:3]. The reactants are [CH2:1]([C:5]1[CH:10]=[CH:9][C:8]([C:11]2[O:15][C:14]([C:16]3[CH:32]=[CH:31][C:19]([CH2:20][NH:21][C@@H:22]4[CH2:25][C@H:24]([C:26]([O:28]CC)=[O:27])[CH2:23]4)=[CH:18][CH:17]=3)=[N:13][N:12]=2)=[CH:7][CH:6]=1)[CH:2]([CH3:4])[CH3:3].[OH-].[Na+].[ClH:35]. The yield is 0.610. (5) The product is [OH:3][CH2:4][CH2:5][O:6][NH:7][C:8]([C:10]1[CH:11]=[CH:12][C:13]2[N:14]([CH:25]=[N:26][CH:27]=2)[C:15]=1[NH:16][C:17]1[CH:22]=[CH:21][C:20]([I:23])=[CH:19][C:18]=1[F:24])=[O:9]. The catalyst is CO. The reactants are C([O:3][CH2:4][CH2:5][O:6][NH:7][C:8]([C:10]1[CH:11]=[CH:12][C:13]2[N:14]([CH:25]=[N:26][CH:27]=2)[C:15]=1[NH:16][C:17]1[CH:22]=[CH:21][C:20]([I:23])=[CH:19][C:18]=1[F:24])=[O:9])=C.Cl. The yield is 0.920. (6) The product is [Br:1][C:2]1[CH:3]=[C:4]([CH:9]=[CH:10][C:11]=1[O:12][CH:13]=[CH2:14])[C:5]([O:7][CH3:8])=[O:6]. The reactants are [Br:1][C:2]1[CH:3]=[C:4]([CH:9]=[CH:10][C:11]=1[OH:12])[C:5]([O:7][CH3:8])=[O:6].[C:13](OC=C)(=O)[CH3:14].C([O-])([O-])=O.[Na+].[Na+]. The yield is 0.656. The catalyst is C1(C)C=CC=CC=1.C1CC=CCCC=C1.C1CC=CCCC=C1.[Cl-].[Cl-].[Ir].[Ir]. (7) The reactants are NC1(C2C=CC(C3C(=O)C4C(=CC=C(F)C=4)OC=3C3C=CC=CC=3)=CC=2)CCC1.C(OC(=O)[NH:36][C:37]1([C:41]2[CH:46]=[CH:45][C:44]([C:47]3[C:56](=[O:57])[C:55]4[C:50](=[C:51]([CH2:58][N:59]5[CH2:62][CH:61]([F:63])[CH2:60]5)[CH:52]=[CH:53][CH:54]=4)[O:49][C:48]=3[C:64]3[CH:69]=[CH:68][CH:67]=[CH:66][CH:65]=3)=[CH:43][CH:42]=2)[CH2:40][CH2:39][CH2:38]1)(C)(C)C.C(O)(C(F)(F)F)=O.CO. The catalyst is C(Cl)Cl. The product is [NH2:36][C:37]1([C:41]2[CH:46]=[CH:45][C:44]([C:47]3[C:56](=[O:57])[C:55]4[C:50](=[C:51]([CH2:58][N:59]5[CH2:62][CH:61]([F:63])[CH2:60]5)[CH:52]=[CH:53][CH:54]=4)[O:49][C:48]=3[C:64]3[CH:69]=[CH:68][CH:67]=[CH:66][CH:65]=3)=[CH:43][CH:42]=2)[CH2:38][CH2:39][CH2:40]1. The yield is 0.570. (8) The reactants are [Cl:1][C:2]1[N:3]=[C:4]([N:13]2[CH2:18][CH2:17][O:16][CH2:15][CH2:14]2)[C:5]2[S:10][C:9](I)=[C:8]([CH3:12])[C:6]=2[N:7]=1.[CH:19]([C:21]1[S:22][CH:23]=[C:24](B(O)O)[CH:25]=1)=[O:20]. No catalyst specified. The product is [Cl:1][C:2]1[N:3]=[C:4]([N:13]2[CH2:18][CH2:17][O:16][CH2:15][CH2:14]2)[C:5]2[S:10][C:9]([C:24]3[CH:25]=[C:21]([CH:19]=[O:20])[S:22][CH:23]=3)=[C:8]([CH3:12])[C:6]=2[N:7]=1. The yield is 0.800. (9) The reactants are Cl.Cl.Cl.NCCCO[C:9]1[CH:10]=[C:11]([C:24]2[C:29]([Cl:30])=[CH:28][CH:27]=[CH:26][N:25]=2)[CH:12]=[C:13]2[C:17]=1[NH:16][N:15]=[C:14]2[NH:18][C:19]1[S:20][CH:21]=[CH:22][N:23]=1.C=O.[Na].[C:34](=[O:37])([O-])O.[Na+].[CH2:39]([N:41]([CH2:44]C)[CH2:42]C)[CH3:40]. The catalyst is C(OCC)(=O)C.CO. The product is [Cl:30][C:29]1[C:24]([C:11]2[CH:12]=[C:13]3[C:17](=[C:9]([O:37][CH2:34][CH2:40][CH2:39][N:41]([CH3:44])[CH3:42])[CH:10]=2)[NH:16][N:15]=[C:14]3[NH:18][C:19]2[S:20][CH:21]=[CH:22][N:23]=2)=[N:25][CH:26]=[CH:27][CH:28]=1. The yield is 0.310. (10) The reactants are CC1(C)C2C(=C(P(C3C=CC=CC=3)C3C=CC=CC=3)C=CC=2)OC2C(P(C3C=CC=CC=3)C3C=CC=CC=3)=CC=CC1=2.Br[C:44]1[CH:45]=[C:46]2[C:51](=[CH:52][CH:53]=1)[N:50]=[CH:49][C:48]([C:54]([O:56][CH3:57])=[O:55])=[CH:47]2.[C:58](=[O:65])([O:60][C:61]([CH3:64])([CH3:63])[CH3:62])[NH2:59].C(=O)([O-])[O-].[Cs+].[Cs+]. The catalyst is O.C([O-])(=O)C.[Pd+2].C([O-])(=O)C.O1CCOCC1. The product is [C:61]([O:60][C:58]([NH:59][C:44]1[CH:45]=[C:46]2[C:51](=[CH:52][CH:53]=1)[N:50]=[CH:49][C:48]([C:54]([O:56][CH3:57])=[O:55])=[CH:47]2)=[O:65])([CH3:64])([CH3:63])[CH3:62]. The yield is 0.760.